Dataset: Forward reaction prediction with 1.9M reactions from USPTO patents (1976-2016). Task: Predict the product of the given reaction. (1) The product is: [C:32]([NH:1][C:2]1[CH:3]=[C:4]2[C:9](=[CH:10][CH:11]=1)[C:8](=[O:12])[N:7]([CH2:13][CH:14]([CH3:16])[CH3:15])[C:6]([CH2:17][NH:18][C:19]([O:21][C:22]([CH3:25])([CH3:23])[CH3:24])=[O:20])=[C:5]2[C:26]1[CH:27]=[CH:28][CH:29]=[CH:30][CH:31]=1)(=[O:34])[CH3:33]. Given the reactants [NH2:1][C:2]1[CH:3]=[C:4]2[C:9](=[CH:10][CH:11]=1)[C:8](=[O:12])[N:7]([CH2:13][CH:14]([CH3:16])[CH3:15])[C:6]([CH2:17][NH:18][C:19]([O:21][C:22]([CH3:25])([CH3:24])[CH3:23])=[O:20])=[C:5]2[C:26]1[CH:31]=[CH:30][CH:29]=[CH:28][CH:27]=1.[C:32](Cl)(=[O:34])[CH3:33].C(=O)([O-])O.[Na+].O, predict the reaction product. (2) Given the reactants Cl[C:2]1[N:7]=[C:6]([Cl:8])[N:5]=[C:4]([C:9]2[CH:14]=[CH:13][CH:12]=[C:11]([C:15]([F:18])([F:17])[F:16])[N:10]=2)[N:3]=1.Cl.[CH:20]1([C@H:23]([NH2:25])[CH3:24])[CH2:22][CH2:21]1.[F-].[Cs+].CCN(C(C)C)C(C)C, predict the reaction product. The product is: [Cl:8][C:6]1[N:5]=[C:4]([C:9]2[CH:14]=[CH:13][CH:12]=[C:11]([C:15]([F:18])([F:17])[F:16])[N:10]=2)[N:3]=[C:2]([NH:25][C@@H:23]([CH:20]2[CH2:22][CH2:21]2)[CH3:24])[N:7]=1. (3) Given the reactants C([O:3][C:4]([CH:6]1[CH2:16][N:15]([CH2:17][C:18]2[CH:23]=[CH:22][CH:21]=[CH:20][CH:19]=2)[C:14]2[C:24]3[C:7]1=[N:8][NH:9][C:10]=3[N:11]=[C:12]([S:25][CH3:26])[N:13]=2)=[O:5])C.[OH-].[Na+], predict the reaction product. The product is: [CH2:17]([N:15]1[C:14]2[C:24]3[C:7](=[N:8][NH:9][C:10]=3[N:11]=[C:12]([S:25][CH3:26])[N:13]=2)[CH:6]([C:4]([OH:5])=[O:3])[CH2:16]1)[C:18]1[CH:19]=[CH:20][CH:21]=[CH:22][CH:23]=1. (4) Given the reactants C([O:3][C:4](=[O:31])[C:5]1[CH:10]=[CH:9][C:8](/[CH:11]=[CH:12]/[C:13]2([CH2:26][CH2:27][CH2:28][CH2:29][CH3:30])[CH2:21][C:20]3[C:19]([CH3:23])([CH3:22])[CH2:18][CH2:17][C:16]([CH3:25])([CH3:24])[C:15]=3[CH2:14]2)=[CH:7][CH:6]=1)C.[OH-].[K+].C1COCC1, predict the reaction product. The product is: [CH3:23][C:19]1([CH3:22])[CH2:18][CH2:17][C:16]([CH3:24])([CH3:25])[C:15]2[CH2:14][C:13]([CH:12]=[CH:11][C:8]3[CH:7]=[CH:6][C:5]([C:4]([OH:31])=[O:3])=[CH:10][CH:9]=3)([CH2:26][CH2:27][CH2:28][CH2:29][CH3:30])[CH2:21][C:20]1=2. (5) The product is: [C:30]([C:32]1[CH:39]=[CH:38][C:35]([CH2:36][N:17]2[CH2:18][CH2:19][C:20]3[C:25](=[CH:24][C:23]([C:26]([O:28][CH3:29])=[O:27])=[CH:22][CH:21]=3)[CH2:16]2)=[CH:34][CH:33]=1)#[N:31]. Given the reactants C(O[BH-](OC(=O)C)OC(=O)C)(=O)C.[Na+].Cl.[CH2:16]1[C:25]2[C:20](=[CH:21][CH:22]=[C:23]([C:26]([O:28][CH3:29])=[O:27])[CH:24]=2)[CH2:19][CH2:18][NH:17]1.[C:30]([C:32]1[CH:39]=[CH:38][C:35]([CH:36]=O)=[CH:34][CH:33]=1)#[N:31].C(=O)(O)[O-].[Na+], predict the reaction product. (6) Given the reactants [CH:1]12[CH2:12][CH:11]3[CH:9]4[CH:10]3[CH:2]1[CH:3]1[CH:7]([CH:8]24)[C:6](=O)[O:5][C:4]1=[O:14].Cl[C:16]([O:18][CH2:19][CH3:20])=[O:17].[N-:21]=[N+]=[N-].[Na+].[CH2:25](O)[C:26]1C=C[CH:29]=[CH:28][CH:27]=1, predict the reaction product. The product is: [CH2:19]([O:18][C:16]([NH:21][C@H:7]1[CH:8]2[CH:1]3[CH2:12][CH:11]4[CH:9]2[CH:10]4[CH:2]3[C@H:3]1[C:4]([O:5][CH3:6])=[O:14])=[O:17])[C:20]1[CH:29]=[CH:28][CH:27]=[CH:26][CH:25]=1.